From a dataset of NCI-60 drug combinations with 297,098 pairs across 59 cell lines. Regression. Given two drug SMILES strings and cell line genomic features, predict the synergy score measuring deviation from expected non-interaction effect. Drug 1: CC1=C(C=C(C=C1)NC(=O)C2=CC=C(C=C2)CN3CCN(CC3)C)NC4=NC=CC(=N4)C5=CN=CC=C5. Drug 2: CCN(CC)CCCC(C)NC1=C2C=C(C=CC2=NC3=C1C=CC(=C3)Cl)OC. Cell line: KM12. Synergy scores: CSS=30.0, Synergy_ZIP=-0.279, Synergy_Bliss=4.06, Synergy_Loewe=-3.76, Synergy_HSA=3.49.